Dataset: Full USPTO retrosynthesis dataset with 1.9M reactions from patents (1976-2016). Task: Predict the reactants needed to synthesize the given product. (1) Given the product [ClH:34].[ClH:34].[ClH:34].[NH2:7][CH2:8][CH2:9][N:10]1[C:18]2[C:17]([NH:19][C:20]3[CH:25]=[CH:24][C:23]([O:26][CH2:27][C:28]4[CH:33]=[CH:32][CH:31]=[CH:30][N:29]=4)=[C:22]([Cl:34])[CH:21]=3)=[N:16][CH:15]=[N:14][C:13]=2[CH:12]=[CH:11]1, predict the reactants needed to synthesize it. The reactants are: C(OC(=O)[NH:7][CH2:8][CH2:9][N:10]1[C:18]2[C:17]([NH:19][C:20]3[CH:25]=[CH:24][C:23]([O:26][CH2:27][C:28]4[CH:33]=[CH:32][CH:31]=[CH:30][N:29]=4)=[C:22]([Cl:34])[CH:21]=3)=[N:16][CH:15]=[N:14][C:13]=2[CH:12]=[CH:11]1)(C)(C)C. (2) Given the product [Cl:1][C:2]1[C:15]2[C:14](=[O:22])[C:13](=[O:19])[C:12]3[C:7](=[N:8][CH:9]=[CH:10][CH:11]=3)[C:6]=2[N:5]=[CH:4][CH:3]=1, predict the reactants needed to synthesize it. The reactants are: [Cl:1][C:2]1[C:15]2[C:6](=[C:7]3[C:12](=[CH:13][CH:14]=2)[CH:11]=[CH:10][CH:9]=[N:8]3)[N:5]=[CH:4][CH:3]=1.[K+].[Br-].[N+]([O-])(O)=[O:19].[OH-:22].[Na+].